Predict which catalyst facilitates the given reaction. From a dataset of Catalyst prediction with 721,799 reactions and 888 catalyst types from USPTO. (1) Reactant: [C:1]([O:5][C:6](=[O:29])[NH:7][C:8]1([C:14]2[CH:19]=[CH:18][C:17]([C:20](=[O:28])[CH2:21][C:22]3[CH:27]=[CH:26][CH:25]=[CH:24][CH:23]=3)=[CH:16][CH:15]=2)[CH2:11][C:10]([OH:13])([CH3:12])[CH2:9]1)([CH3:4])([CH3:3])[CH3:2].[CH3:30][N:31]([CH:33](OC)OC)[CH3:32]. Product: [C:1]([O:5][C:6](=[O:29])[NH:7][C:8]1([C:14]2[CH:15]=[CH:16][C:17]([C:20](=[O:28])[C:21]([C:22]3[CH:27]=[CH:26][CH:25]=[CH:24][CH:23]=3)=[CH:30][N:31]([CH3:33])[CH3:32])=[CH:18][CH:19]=2)[CH2:9][C:10]([OH:13])([CH3:12])[CH2:11]1)([CH3:2])([CH3:3])[CH3:4]. The catalyst class is: 11. (2) Reactant: [Br:1][C:2]1[CH:9]=[CH:8][C:5]([CH:6]=[O:7])=[C:4](F)[CH:3]=1.C(=O)([O-])[O-].[K+].[K+].[OH:17][CH2:18][CH2:19][N:20]1[CH2:25][CH2:24][NH:23][CH2:22][CH2:21]1. Product: [Br:1][C:2]1[CH:9]=[CH:8][C:5]([CH:6]=[O:7])=[C:4]([N:23]2[CH2:24][CH2:25][N:20]([CH2:19][CH2:18][OH:17])[CH2:21][CH2:22]2)[CH:3]=1. The catalyst class is: 42. (3) Reactant: Cl.[CH:2]([C:5]1[CH:9]=[CH:8][N:7]([CH2:10]Cl)[N:6]=1)([CH3:4])[CH3:3].[F:12][C:13]([F:22])([F:21])[CH2:14][CH2:15][CH:16]([C:19]#[N:20])[C:17]#[N:18].C(=O)([O-])[O-].[K+].[K+].O. Product: [CH:2]([C:5]1[CH:9]=[CH:8][N:7]([CH2:10][C:16]([CH2:15][CH2:14][C:13]([F:12])([F:21])[F:22])([C:17]#[N:18])[C:19]#[N:20])[N:6]=1)([CH3:4])[CH3:3]. The catalyst class is: 9. (4) Reactant: ClC1C=C(CCNCC2C=CC(C(O)(C(F)(F)F)C(F)(F)F)=CC=2)C=CC=1Cl.[Cl:29][C:30]1[CH:31]=[C:32]([CH:48]=[CH:49][C:50]=1[C:51]([F:54])([F:53])[F:52])[C:33]([NH:35][CH2:36][CH2:37][C:38]1[CH:43]=[CH:42][CH:41]=[C:40]([C:44]([F:47])([F:46])[F:45])[CH:39]=1)=O. Product: [Cl:29][C:30]1[CH:31]=[C:32]([CH:48]=[CH:49][C:50]=1[C:51]([F:52])([F:53])[F:54])[CH2:33][NH:35][CH2:36][CH2:37][C:38]1[CH:43]=[CH:42][CH:41]=[C:40]([C:44]([F:45])([F:47])[F:46])[CH:39]=1. The catalyst class is: 1. (5) Reactant: [F:1][C:2]1[CH:3]=[C:4]([CH2:9][C:10]#[N:11])[CH:5]=[C:6]([F:8])[CH:7]=1.Br[CH2:13][CH2:14][CH2:15][CH2:16][CH2:17]Br.[H-].[Na+]. Product: [F:1][C:2]1[CH:3]=[C:4]([C:9]2([C:10]#[N:11])[CH2:17][CH2:16][CH2:15][CH2:14][CH2:13]2)[CH:5]=[C:6]([F:8])[CH:7]=1. The catalyst class is: 3. (6) Reactant: [CH:1]([N:4]1[CH2:9][CH2:8][N:7]([C:10]2[CH:11]=[C:12]([CH:15]=[C:16]([O:18][CH3:19])[CH:17]=2)[CH:13]=O)[CH2:6][CH2:5]1)([CH3:3])[CH3:2].[NH2:20][C:21]1[CH:29]=[C:28]([O:30][CH3:31])[CH:27]=[C:26]([O:32][CH3:33])[C:22]=1[C:23]([NH2:25])=[O:24].OS([O-])=O.[Na+].O.C1(C)C=CC(S(O)(=O)=O)=CC=1. Product: [CH:1]([N:4]1[CH2:9][CH2:8][N:7]([C:10]2[CH:11]=[C:12]([C:13]3[NH:25][C:23](=[O:24])[C:22]4[C:21](=[CH:29][C:28]([O:30][CH3:31])=[CH:27][C:26]=4[O:32][CH3:33])[N:20]=3)[CH:15]=[C:16]([O:18][CH3:19])[CH:17]=2)[CH2:6][CH2:5]1)([CH3:3])[CH3:2]. The catalyst class is: 80. (7) Reactant: [Br:1][C:2]1[C:3]([F:12])=[C:4]([C:7]([O:10]C)=[CH:8][CH:9]=1)[CH:5]=[O:6].B(Br)(Br)Br. Product: [Br:1][C:2]1[C:3]([F:12])=[C:4]([C:7]([OH:10])=[CH:8][CH:9]=1)[CH:5]=[O:6]. The catalyst class is: 4. (8) Reactant: Br[CH2:2][C:3]([O:5][CH3:6])=[O:4].[H-].[Na+].[Cl:9][C:10]1[CH:11]=[C:12]([CH:23]=[C:24]([Cl:26])[CH:25]=1)[O:13][C:14]1[C:15]([CH2:21][CH3:22])=[N:16][NH:17][C:18]=1[CH2:19][CH3:20]. Product: [Cl:9][C:10]1[CH:11]=[C:12]([CH:23]=[C:24]([Cl:26])[CH:25]=1)[O:13][C:14]1[C:18]([CH2:19][CH3:20])=[N:17][N:16]([CH2:2][C:3]([O:5][CH3:6])=[O:4])[C:15]=1[CH2:21][CH3:22]. The catalyst class is: 3.